This data is from Peptide-MHC class I binding affinity with 185,985 pairs from IEDB/IMGT. The task is: Regression. Given a peptide amino acid sequence and an MHC pseudo amino acid sequence, predict their binding affinity value. This is MHC class I binding data. The peptide sequence is REVLNVRYM. The MHC is HLA-A31:01 with pseudo-sequence HLA-A31:01. The binding affinity (normalized) is 0.0847.